Dataset: Full USPTO retrosynthesis dataset with 1.9M reactions from patents (1976-2016). Task: Predict the reactants needed to synthesize the given product. (1) The reactants are: [CH:1]1[CH:2]=[CH:3][C:4]2[N:11]=[CH:10][NH:9][C:7](=O)[C:5]=2[CH:6]=1.C(=O)([O-])[O-].[Na+].[Na+].P(Cl)(Cl)([Cl:20])=O. Given the product [Cl:20][C:10]1[N:9]=[CH:7][C:5]2[C:4](=[CH:3][CH:2]=[CH:1][CH:6]=2)[N:11]=1, predict the reactants needed to synthesize it. (2) Given the product [CH3:1][C:2]1[CH:7]=[CH:6][C:5]2[O:8]/[C:9](=[CH:27]\[C:26]3[CH:29]=[CH:30][C:23]([O:22][CH2:14][CH2:15][CH2:16][CH2:17][CH2:18][CH2:19][CH2:20][CH3:21])=[CH:24][CH:25]=3)/[C:10](=[O:11])/[C:12](=[CH:27]/[C:26]3[CH:29]=[CH:30][C:23]([O:22][CH2:14][CH2:15][CH2:16][CH2:17][CH2:18][CH2:19][CH2:20][CH3:21])=[CH:24][CH:25]=3)/[O:13][C:4]=2[CH:3]=1, predict the reactants needed to synthesize it. The reactants are: [CH3:1][C:2]1[CH:7]=[CH:6][C:5]2[O:8][CH2:9][C:10]([CH2:12][O:13][C:4]=2[CH:3]=1)=[O:11].[CH2:14]([O:22][C:23]1[CH:30]=[CH:29][C:26]([CH:27]=O)=[CH:25][CH:24]=1)[CH2:15][CH2:16][CH2:17][CH2:18][CH2:19][CH2:20][CH3:21]. (3) Given the product [F:13][C:14]1[C:15]([N+:24]([O-:26])=[O:25])=[CH:16][C:17]([NH:21][C:22]2[O:6][C:5]([C:7]3[CH:12]=[CH:11][N:10]=[CH:9][CH:8]=3)=[CH:4][N:1]=2)=[C:18]([CH3:20])[CH:19]=1, predict the reactants needed to synthesize it. The reactants are: [N:1]([CH2:4][C:5]([C:7]1[CH:12]=[CH:11][N:10]=[CH:9][CH:8]=1)=[O:6])=[N+]=[N-].[F:13][C:14]1[CH:19]=[C:18]([CH3:20])[C:17]([N:21]=[C:22]=S)=[CH:16][C:15]=1[N+:24]([O-:26])=[O:25].C1(P(C2C=CC=CC=2)C2C=CC=CC=2)C=CC=CC=1. (4) Given the product [CH2:1]([C:8]1[CH2:10][C:9]=1[Cl:11])[C:2]1[CH:7]=[CH:6][CH:5]=[CH:4][CH:3]=1, predict the reactants needed to synthesize it. The reactants are: [CH2:1]([C:8]1(Br)[CH2:10][C:9]1(Cl)[Cl:11])[C:2]1[CH:7]=[CH:6][CH:5]=[CH:4][CH:3]=1.C[Li]. (5) Given the product [F:1][C:2]1[CH:7]=[C:6]([F:8])[CH:5]=[CH:4][C:3]=1[C:9]1[N:10]=[C:11]([C@H:14]2[CH2:19][CH2:18][CH2:17][N:16]([C:24]([C:23]3[CH:27]=[CH:28][N:29]=[C:21]([F:20])[CH:22]=3)=[O:25])[CH2:15]2)[O:12][CH:13]=1, predict the reactants needed to synthesize it. The reactants are: [F:1][C:2]1[CH:7]=[C:6]([F:8])[CH:5]=[CH:4][C:3]=1[C:9]1[N:10]=[C:11]([C@H:14]2[CH2:19][CH2:18][CH2:17][NH:16][CH2:15]2)[O:12][CH:13]=1.[F:20][C:21]1[CH:22]=[C:23]([CH:27]=[CH:28][N:29]=1)[C:24](O)=[O:25]. (6) Given the product [Cl:32][C:27]1[CH:28]=[CH:29][CH:30]=[CH:31][C:26]=1[C:25]1[C:9]2[C:10](=[N:11][C:12]([O:14][C:15]3[CH:20]=[CH:19][C:18]([F:21])=[CH:17][C:16]=3[F:22])=[N:13][C:8]=2[NH:7][CH2:6][C@@H:5]([O:4][P:3](=[O:2])([OH:34])[OH:36])[CH3:33])[NH:23][N:24]=1, predict the reactants needed to synthesize it. The reactants are: C[O:2][P:3](=[O:36])([O:34]C)[O:4][C@@H:5]([CH3:33])[CH2:6][NH:7][C:8]1[N:13]=[C:12]([O:14][C:15]2[CH:20]=[CH:19][C:18]([F:21])=[CH:17][C:16]=2[F:22])[N:11]=[C:10]2[NH:23][N:24]=[C:25]([C:26]3[CH:31]=[CH:30][CH:29]=[CH:28][C:27]=3[Cl:32])[C:9]=12.C[Si](Br)(C)C. (7) Given the product [C:22]([O:14][CH2:13][C:10]1[CH:11]=[CH:12][C:7]([O:6][S:3]([C:2]([F:18])([F:1])[F:19])(=[O:4])=[O:5])=[CH:8][C:9]=1[CH:15]([CH3:17])[CH3:16])(=[O:24])[CH3:23], predict the reactants needed to synthesize it. The reactants are: [F:1][C:2]([F:19])([F:18])[S:3]([O:6][C:7]1[CH:12]=[CH:11][C:10]([CH2:13][OH:14])=[C:9]([CH:15]([CH3:17])[CH3:16])[CH:8]=1)(=[O:5])=[O:4].ClCl.[C:22](Cl)(=[O:24])[CH3:23].N1C=CC=CC=1. (8) Given the product [C:46]([N:54]1[C:59](=[O:60])[CH:58]=[CH:57][N:56]([CH2:44][CH2:43][CH2:42][CH2:41][CH2:40][O:39][C:20]([C:33]2[CH:34]=[CH:35][CH:36]=[CH:37][CH:38]=2)([C:21]2[CH:22]=[CH:23][CH:24]=[CH:25][CH:26]=2)[C:27]2[CH:32]=[CH:31][CH:30]=[CH:29][CH:28]=2)[C:55]1=[O:61])(=[O:53])[C:47]1[CH:48]=[CH:49][CH:50]=[CH:51][CH:52]=1, predict the reactants needed to synthesize it. The reactants are: C1(P(C2C=CC=CC=2)C2C=CC=CC=2)C=CC=CC=1.[C:20]([O:39][CH2:40][CH2:41][CH2:42][CH2:43][CH2:44]O)([C:33]1[CH:38]=[CH:37][CH:36]=[CH:35][CH:34]=1)([C:27]1[CH:32]=[CH:31][CH:30]=[CH:29][CH:28]=1)[C:21]1[CH:26]=[CH:25][CH:24]=[CH:23][CH:22]=1.[C:46]([N:54]1[C:59](=[O:60])[CH:58]=[CH:57][NH:56][C:55]1=[O:61])(=[O:53])[C:47]1[CH:52]=[CH:51][CH:50]=[CH:49][CH:48]=1.CC(OC(/N=N/C(OC(C)C)=O)=O)C.